Dataset: Peptide-MHC class I binding affinity with 185,985 pairs from IEDB/IMGT. Task: Regression. Given a peptide amino acid sequence and an MHC pseudo amino acid sequence, predict their binding affinity value. This is MHC class I binding data. The peptide sequence is RPATKEQPF. The MHC is HLA-B07:02 with pseudo-sequence HLA-B07:02. The binding affinity (normalized) is 0.851.